From a dataset of Reaction yield outcomes from USPTO patents with 853,638 reactions. Predict the reaction yield, written as a fraction of the theoretical maximum amount of product (1.0 means a 100% yield; for example, 0.34 means a 34% yield). (1) The reactants are [NH2:1][C:2]1[N:7]=[C:6]([Cl:8])[C:5]([NH:9]C=O)=[C:4]([NH:12][CH2:13][C:14]2[CH:19]=[CH:18][CH:17]=[C:16]([N:20]3[CH2:24][CH2:23][CH2:22][C:21]3=[O:25])[N:15]=2)[N:3]=1.Cl.[OH-].[Na+]. The catalyst is C(O)C. The product is [NH2:1][C:2]1[N:3]=[C:4]([NH:12][CH2:13][C:14]2[N:15]=[C:16]([N:20]3[CH2:24][CH2:23][CH2:22][C:21]3=[O:25])[CH:17]=[CH:18][CH:19]=2)[C:5]([NH2:9])=[C:6]([Cl:8])[N:7]=1. The yield is 0.680. (2) The reactants are Cl.O.[NH:3]1[CH2:8][CH2:7][C:6](=[O:9])[CH2:5][CH2:4]1.C(=O)(O)[O-].[Na+].[C:15](O[C:15]([O:17][C:18]([CH3:21])([CH3:20])[CH3:19])=[O:16])([O:17][C:18]([CH3:21])([CH3:20])[CH3:19])=[O:16]. The catalyst is O1CCOCC1.O. The product is [C:18]([O:17][C:15]([N:3]1[CH2:8][CH2:7][C:6](=[O:9])[CH2:5][CH2:4]1)=[O:16])([CH3:21])([CH3:20])[CH3:19]. The yield is 0.930.